From a dataset of Full USPTO retrosynthesis dataset with 1.9M reactions from patents (1976-2016). Predict the reactants needed to synthesize the given product. (1) Given the product [Cl:15][C:16]1[CH:17]=[N:18][C:19]2[CH:20]=[CH:21][C:22](=[O:30])[N:23]([CH3:29])[C:24]=2[C:25]=1[CH2:26][CH2:27][N:9]1[CH2:10][C@H:11]([OH:12])[C@H:7]([CH2:6][NH:5][C:3](=[O:4])[C:2]([F:1])([F:13])[F:14])[CH2:8]1, predict the reactants needed to synthesize it. The reactants are: [F:1][C:2]([F:14])([F:13])[C:3]([NH:5][CH2:6][C@H:7]1[C@@H:11]([OH:12])[CH2:10][NH:9][CH2:8]1)=[O:4].[Cl:15][C:16]1[CH:17]=[N:18][C:19]2[CH:20]=[CH:21][C:22](=[O:30])[N:23]([CH3:29])[C:24]=2[C:25]=1[CH2:26][CH:27]=O. (2) Given the product [Br:1][C:2]1[CH:7]=[C:6]([CH2:8][C:10]2[CH:11]=[CH:12][C:13]([CH2:16][CH3:17])=[CH:14][CH:15]=2)[C:5]([Cl:18])=[CH:4][C:3]=1[O:19][CH3:20], predict the reactants needed to synthesize it. The reactants are: [Br:1][C:2]1[C:3]([O:19][CH3:20])=[CH:4][C:5]([Cl:18])=[C:6]([C:8]([C:10]2[CH:15]=[CH:14][C:13]([CH2:16][CH3:17])=[CH:12][CH:11]=2)=O)[CH:7]=1.C([SiH](CC)CC)C.CS(O)(=O)=O. (3) The reactants are: [Br:1][C:2]1[N:7]=[C:6]([NH2:8])[CH:5]=[CH:4][CH:3]=1.[H-].[Na+].Br[C:12]1[C:13]2[N:14]([C:19]([C:22]([NH:24][C:25]3[CH:30]=[CH:29][N:28]=[CH:27][C:26]=3[F:31])=[O:23])=[CH:20][N:21]=2)[N:15]=[C:16]([Cl:18])[CH:17]=1. Given the product [Br:1][C:2]1[N:7]=[C:6]([NH:8][C:12]2[C:13]3[N:14]([C:19]([C:22]([NH:24][C:25]4[CH:30]=[CH:29][N:28]=[CH:27][C:26]=4[F:31])=[O:23])=[CH:20][N:21]=3)[N:15]=[C:16]([Cl:18])[CH:17]=2)[CH:5]=[CH:4][CH:3]=1, predict the reactants needed to synthesize it. (4) Given the product [CH3:17][O:16][C:14](=[O:15])[CH2:13][O:12][C:4]1[C:5]([N+:9]([O-:11])=[O:10])=[CH:6][CH:7]=[CH:8][C:3]=1[CH:1]=[CH:19][O:20][CH3:21], predict the reactants needed to synthesize it. The reactants are: [CH:1]([C:3]1[CH:8]=[CH:7][CH:6]=[C:5]([N+:9]([O-:11])=[O:10])[C:4]=1[O:12][CH2:13][C:14]([O:16][CH3:17])=[O:15])=O.[Cl-].[CH3:19][O:20][CH2:21][P+](C1C=CC=CC=1)(C1C=CC=CC=1)C1C=CC=CC=1.C(=O)([O-])[O-].[K+].[K+].C1OCCOCCOCCOCCOCCOC1. (5) Given the product [Br:24][CH:9]([CH2:8][CH2:7][O:6][Si:5]([C:1]([CH3:4])([CH3:2])[CH3:3])([C:12]1[CH:17]=[CH:16][CH:15]=[CH:14][CH:13]=1)[C:18]1[CH:23]=[CH:22][CH:21]=[CH:20][CH:19]=1)[CH:10]=[O:11], predict the reactants needed to synthesize it. The reactants are: [C:1]([Si:5]([C:18]1[CH:23]=[CH:22][CH:21]=[CH:20][CH:19]=1)([C:12]1[CH:17]=[CH:16][CH:15]=[CH:14][CH:13]=1)[O:6][CH2:7][CH2:8][CH2:9][CH:10]=[O:11])([CH3:4])([CH3:3])[CH3:2].[Br:24]C1(Br)C(=O)NC(=O)NC1=O.Br.